From a dataset of Full USPTO retrosynthesis dataset with 1.9M reactions from patents (1976-2016). Predict the reactants needed to synthesize the given product. The reactants are: Br[CH2:2][CH:3]1[CH2:6][C:5]([CH2:29][C:30]#[N:31])([N:7]2[CH:11]=[C:10]([C:12]3[C:13]4[CH:20]=[CH:19][N:18]([CH2:21][O:22][CH2:23][CH2:24][Si:25]([CH3:28])([CH3:27])[CH3:26])[C:14]=4[N:15]=[CH:16][N:17]=3)[CH:9]=[N:8]2)[CH2:4]1.[BH4-].[Na+]. Given the product [CH3:2][CH:3]1[CH2:4][C:5]([CH2:29][C:30]#[N:31])([N:7]2[CH:11]=[C:10]([C:12]3[C:13]4[CH:20]=[CH:19][N:18]([CH2:21][O:22][CH2:23][CH2:24][Si:25]([CH3:27])([CH3:26])[CH3:28])[C:14]=4[N:15]=[CH:16][N:17]=3)[CH:9]=[N:8]2)[CH2:6]1, predict the reactants needed to synthesize it.